This data is from Reaction yield outcomes from USPTO patents with 853,638 reactions. The task is: Predict the reaction yield, written as a fraction of the theoretical maximum amount of product (1.0 means a 100% yield; for example, 0.34 means a 34% yield). The reactants are [Cl:1][C:2]1[CH:3]=[C:4](/[CH:9]=[C:10](\[CH3:14])/[C:11](O)=[O:12])[CH:5]=[CH:6][C:7]=1[F:8].Cl.[CH3:16][NH:17][O:18][CH3:19].O.ON1C2C=CC=CC=2N=N1.Cl.C(N=C=NCCCN(C)C)C.C(N(C(C)C)CC)(C)C. The catalyst is CN(C=O)C.O. The product is [Cl:1][C:2]1[CH:3]=[C:4](/[CH:9]=[C:10](\[CH3:14])/[C:11]([N:17]([O:18][CH3:19])[CH3:16])=[O:12])[CH:5]=[CH:6][C:7]=1[F:8]. The yield is 0.480.